This data is from Retrosynthesis with 50K atom-mapped reactions and 10 reaction types from USPTO. The task is: Predict the reactants needed to synthesize the given product. (1) Given the product CC(C)(C)c1cc(-c2cc(-c3ccc(C(=O)O)cc3)nn2-c2ccc(C(N)=O)cc2)cc(C(C)(C)C)n1, predict the reactants needed to synthesize it. The reactants are: COC(=O)c1ccc(-c2cc(-c3cc(C(C)(C)C)nc(C(C)(C)C)c3)n(-c3ccc(C(N)=O)cc3)n2)cc1. (2) Given the product COc1cc(C)c2c(c1-c1ccc([C@@H](C)CNC(=O)OC(C)(C)C)cc1)c1cc(C)sc1c(=O)n2COCC[Si](C)(C)C, predict the reactants needed to synthesize it. The reactants are: COc1cc(C)c2c(c1Br)c1cc(C)sc1c(=O)n2COCC[Si](C)(C)C.C[C@@H](CNC(=O)OC(C)(C)C)c1ccc(B2OC(C)(C)C(C)(C)O2)cc1. (3) Given the product CC(=O)Nc1ccc2oc(=O)[nH]c2c1, predict the reactants needed to synthesize it. The reactants are: CC(=O)Cl.Nc1ccc2oc(=O)[nH]c2c1. (4) Given the product c1cncc(-n2ccc3ccccc32)c1, predict the reactants needed to synthesize it. The reactants are: Ic1cccnc1.c1ccc2[nH]ccc2c1. (5) Given the product COc1ccc2oc(-c3ccccc3)c(-c3ccc(C4(N)CCC4)cc3)c(=O)c2c1, predict the reactants needed to synthesize it. The reactants are: COc1ccc2oc(-c3ccccc3)c(-c3ccc(C4(NC(=O)OC(C)(C)C)CCC4)cc3)c(=O)c2c1. (6) Given the product COc1cc(-c2nnc3n2CCCC3c2ccccc2C(C)C)ccc1-c1cnc(C)o1, predict the reactants needed to synthesize it. The reactants are: C=C(C)c1ccccc1C1CCCn2c(-c3ccc(-c4cnc(C)o4)c(OC)c3)nnc21. (7) Given the product C[Si](C)(C)CCOCn1ccc2c(-c3cnn(C4(CC#N)CNC4)c3)ccnc21, predict the reactants needed to synthesize it. The reactants are: CC(C)(C)OC(=O)N1CC(CC#N)(n2cc(-c3ccnc4c3ccn4COCC[Si](C)(C)C)cn2)C1. (8) Given the product COc1ccc(C)nc1N, predict the reactants needed to synthesize it. The reactants are: COc1ccc(C)nc1[N+](=O)[O-]. (9) Given the product CCc1cn(-c2ccc(C(C)=O)cc2)cn1, predict the reactants needed to synthesize it. The reactants are: CC(=O)c1ccc(F)cc1.CCc1c[nH]cn1.